Dataset: Full USPTO retrosynthesis dataset with 1.9M reactions from patents (1976-2016). Task: Predict the reactants needed to synthesize the given product. (1) The reactants are: [CH3:1][N:2]([C@@H:10]1[CH2:14][CH2:13][N:12]([C:15]2[CH:20]=[C:19]([NH:21][C:22]34[CH2:31][CH:26]5[CH2:27][CH:28]([CH2:30][CH:24]([CH2:25]5)[CH2:23]3)[CH2:29]4)[N:18]=[N:17][CH:16]=2)[CH2:11]1)C(=O)OC(C)(C)C.[ClH:32].CCOCC. Given the product [ClH:32].[ClH:32].[CH3:1][NH:2][C@@H:10]1[CH2:14][CH2:13][N:12]([C:15]2[CH:20]=[C:19]([NH:21][C:22]34[CH2:31][CH:26]5[CH2:27][CH:28]([CH2:30][CH:24]([CH2:25]5)[CH2:23]3)[CH2:29]4)[N:18]=[N:17][CH:16]=2)[CH2:11]1, predict the reactants needed to synthesize it. (2) Given the product [CH2:18]([C:19]1[N:9]([C:4]2[CH:5]=[CH:6][CH:7]=[CH:8][C:3]=2[C:1]#[N:2])[C:10](=[S:11])[NH:22][N:21]=1)[C:12]1[CH:17]=[CH:16][CH:15]=[CH:14][CH:13]=1, predict the reactants needed to synthesize it. The reactants are: [C:1]([C:3]1[CH:8]=[CH:7][CH:6]=[CH:5][C:4]=1[N:9]=[C:10]=[S:11])#[N:2].[C:12]1([CH2:18][C:19]([NH:21][NH2:22])=O)[CH:17]=[CH:16][CH:15]=[CH:14][CH:13]=1. (3) The reactants are: [NH2:1][C@@H:2]([CH2:5][C:6]([F:9])([CH3:8])[CH3:7])[CH2:3][OH:4].[Si:10](Cl)([C:13]([CH3:16])([CH3:15])[CH3:14])([CH3:12])[CH3:11].C(N(CC)CC)C.[Cl-].[NH4+]. Given the product [Si:10]([O:4][CH2:3][C@@H:2]([NH2:1])[CH2:5][C:6]([F:9])([CH3:8])[CH3:7])([C:13]([CH3:16])([CH3:15])[CH3:14])([CH3:12])[CH3:11], predict the reactants needed to synthesize it. (4) Given the product [C:1]([N:5]([C:18](=[O:37])[C:19]1[CH:24]=[CH:23][C:22]([CH:25]([O:44][CH3:41])[O:39][CH3:38])=[C:21]([B:28]2[O:32][C:31]([CH3:34])([CH3:33])[C:30]([CH3:36])([CH3:35])[O:29]2)[CH:20]=1)[NH:6][C:7](=[O:17])[C:8]1[CH:13]=[CH:12][CH:11]=[C:10]([O:14][CH3:15])[C:9]=1[CH3:16])([CH3:4])([CH3:3])[CH3:2], predict the reactants needed to synthesize it. The reactants are: [C:1]([N:5]([C:18](=[O:37])[C:19]1[CH:24]=[CH:23][C:22]([CH:25](Br)Br)=[C:21]([B:28]2[O:32][C:31]([CH3:34])([CH3:33])[C:30]([CH3:36])([CH3:35])[O:29]2)[CH:20]=1)[NH:6][C:7](=[O:17])[C:8]1[CH:13]=[CH:12][CH:11]=[C:10]([O:14][CH3:15])[C:9]=1[CH3:16])([CH3:4])([CH3:3])[CH3:2].[CH3:38][O-:39].[Na+].[C:41]([OH:44])(=O)C. (5) Given the product [C:53]([O:56][CH2:57][C:58]1[C:59]([N:73]2[CH2:85][CH2:84][N:76]3[C:77]4[CH2:78][CH2:79][CH2:80][CH2:81][C:82]=4[CH:83]=[C:75]3[C:74]2=[O:86])=[N:60][CH:61]=[CH:62][C:63]=1[C:88]1[CH:89]=[C:90]([NH:96][C:97]2[CH:105]=[C:100]3[CH2:101][O:102][CH2:103][CH2:104][N:99]3[N:98]=2)[C:91](=[O:95])[N:92]([CH3:94])[N:93]=1)(=[O:55])[CH3:54], predict the reactants needed to synthesize it. The reactants are: C(OCC1C(N2CCN3C4CCCCC=4C=C3C2=O)=NC=CC=1C1C=C(NC2C=CC(N3CCN(C4COC4)C[C@@H]3CC)=CN=2)C(=O)N(C)C=1)(=O)C.[C:53]([O:56][CH2:57][C:58]1[C:59]([N:73]2[CH2:85][CH2:84][N:76]3[C:77]4[CH2:78][CH2:79][CH2:80][CH2:81][C:82]=4[CH:83]=[C:75]3[C:74]2=[O:86])=[N:60][CH:61]=[CH:62][C:63]=1B1OC(C)(C)C(C)(C)O1)(=[O:55])[CH3:54].Cl[C:88]1[CH:89]=[C:90]([NH:96][C:97]2[CH:105]=[C:100]3[CH2:101][O:102][CH2:103][CH2:104][N:99]3[N:98]=2)[C:91](=[O:95])[N:92]([CH3:94])[N:93]=1. (6) Given the product [Br:1][C:2]1[CH:3]=[C:4]([CH:9]=[CH:10][C:11]=1[CH2:12][N:13]([CH:14]1[CH2:15][CH2:16][CH:17]([C:20]([CH3:23])([CH3:22])[CH3:21])[CH2:18][CH2:19]1)[C:37]1[N:38]([CH3:24])[C:39]2[CH:44]=[CH:43][C:42]([O:45][CH3:46])=[CH:41][C:40]=2[N:47]=1)[C:5]([O:7][CH3:8])=[O:6], predict the reactants needed to synthesize it. The reactants are: [Br:1][C:2]1[CH:3]=[C:4]([CH:9]=[CH:10][C:11]=1[CH2:12][NH:13][CH:14]1[CH2:19][CH2:18][CH:17]([C:20]([CH3:23])([CH3:22])[CH3:21])[CH2:16][CH2:15]1)[C:5]([O:7][CH3:8])=[O:6].[CH3:24]CN(C(C)C)C(C)C.C(Cl)(Cl)=S.[CH3:37][NH:38][C:39]1[CH:44]=[CH:43][C:42]([O:45][CH3:46])=[CH:41][C:40]=1[NH2:47].C([O-])(O)=O.[Na+]. (7) Given the product [F:1][C:2]1[CH:7]=[CH:6][C:5]([CH2:8][C:9]2[CH:18]=[C:17]3[C:12]([C:13]([OH:36])=[C:14]([C:31]([NH:37][C@H:38]([CH3:41])[CH2:39][OH:40])=[O:32])[C:15](=[O:30])[N:16]3[CH2:19][CH2:20][CH2:21][N:22]3[CH2:28][CH2:27][CH2:26][CH2:25][CH2:24][C:23]3=[O:29])=[N:11][CH:10]=2)=[CH:4][CH:3]=1, predict the reactants needed to synthesize it. The reactants are: [F:1][C:2]1[CH:7]=[CH:6][C:5]([CH2:8][C:9]2[CH:18]=[C:17]3[C:12]([C:13]([OH:36])=[C:14]([C:31](OCC)=[O:32])[C:15](=[O:30])[N:16]3[CH2:19][CH2:20][CH2:21][N:22]3[CH2:28][CH2:27][CH2:26][CH2:25][CH2:24][C:23]3=[O:29])=[N:11][CH:10]=2)=[CH:4][CH:3]=1.[NH2:37][C@H:38]([CH3:41])[CH2:39][OH:40]. (8) Given the product [CH3:14][O:13][C:5]1[CH:6]=[C:7]([CH:8]=[CH:9][C:4]=1[CH3:3])[NH2:10], predict the reactants needed to synthesize it. The reactants are: CO.[CH3:3][C:4]1[CH:9]=[CH:8][C:7]([N+:10]([O-])=O)=[CH:6][C:5]=1[O:13][CH3:14]. (9) Given the product [NH2:5][C:6]1[C:15]2[CH:14]=[CH:13][CH:12]=[C:11]([C:16]([NH:18][C:19]3[CH:24]=[C:23]([C:25](=[O:37])[NH:48][C:47]4[CH:49]=[C:50]([C:52]([F:55])([F:53])[F:54])[CH:51]=[C:45]([N:43]5[CH:44]=[C:40]([CH3:39])[N:41]=[CH:42]5)[CH:46]=4)[CH:22]=[CH:21][C:20]=3[CH3:38])=[O:17])[C:10]=2[CH:9]=[CH:8][N:7]=1, predict the reactants needed to synthesize it. The reactants are: C([NH:5][C:6]1[C:15]2[CH:14]=[CH:13][CH:12]=[C:11]([C:16]([NH:18][C:19]3[CH:24]=[C:23]([C:25](=[O:37])NC4C=CC=C(C(F)(F)F)C=4)[CH:22]=[CH:21][C:20]=3[CH3:38])=[O:17])[C:10]=2[CH:9]=[CH:8][N:7]=1)(C)(C)C.[CH3:39][C:40]1[N:41]=[CH:42][N:43]([C:45]2[CH:46]=[C:47]([CH:49]=[C:50]([C:52]([F:55])([F:54])[F:53])[CH:51]=2)[NH2:48])[CH:44]=1.NC1C=CC=CC=1.